This data is from Full USPTO retrosynthesis dataset with 1.9M reactions from patents (1976-2016). The task is: Predict the reactants needed to synthesize the given product. Given the product [NH:8]([C:1]([O:3][C:4]([CH3:5])([CH3:6])[CH3:7])=[O:2])[C@H:9]([C:14]([OH:16])=[O:15])[CH2:10][NH2:25], predict the reactants needed to synthesize it. The reactants are: [C:1]([NH:8][C@H:9]([C:14]([OH:16])=[O:15])[CH2:10]C(=O)N)([O:3][C:4]([CH3:7])([CH3:6])[CH3:5])=[O:2].CCOC(C)=O.C(#[N:25])C.CC(OI(OC(C)=O)C1C=CC=CC=1)=O.